From a dataset of CYP1A2 inhibition data for predicting drug metabolism from PubChem BioAssay. Regression/Classification. Given a drug SMILES string, predict its absorption, distribution, metabolism, or excretion properties. Task type varies by dataset: regression for continuous measurements (e.g., permeability, clearance, half-life) or binary classification for categorical outcomes (e.g., BBB penetration, CYP inhibition). Dataset: cyp1a2_veith. (1) The molecule is CC(C)CN(CC(C)C)S(=O)(=O)N1CCC(C(=O)NCc2ccc(F)cc2)CC1. The result is 0 (non-inhibitor). (2) The molecule is CCOc1cc(/C=C2/SC(=O)N(CC(=O)N3CCc4ccccc4C3)C2=O)ccc1OCC(=O)O. The result is 0 (non-inhibitor). (3) The compound is CCNc1ncc2nc(-c3cc(F)cc(F)c3)c(=O)n(C)c2n1. The result is 1 (inhibitor). (4) The drug is O=C(NNc1cccc(Cl)n1)Nc1ccccc1Cl. The result is 1 (inhibitor). (5) The drug is Cc1ccnc(N2C(=O)C3C4CC(C(Br)C4Br)C3C2=O)c1. The result is 0 (non-inhibitor). (6) The drug is OC[C@@H]1O[C@@H](n2cnc3c(NC4CCCC4)ncnc32)[C@@H](O)[C@H]1O. The result is 0 (non-inhibitor).